From a dataset of Forward reaction prediction with 1.9M reactions from USPTO patents (1976-2016). Predict the product of the given reaction. (1) Given the reactants C([SiH](CC)CC)C.FC(F)(F)C(O)=O.[Cl:15][C:16]1[CH:17]=[CH:18][C:19]2[N:20]([N:22]=[C:23]([C:37]3[CH:42]=[CH:41][CH:40]=[CH:39][CH:38]=3)[C:24]=2[CH:25](O)[C:26]2[CH:27]=[C:28]([CH:33]=[CH:34][CH:35]=2)[C:29]([O:31][CH3:32])=[O:30])[CH:21]=1.C(=O)(O)[O-].[Na+], predict the reaction product. The product is: [Cl:15][C:16]1[CH:17]=[CH:18][C:19]2[N:20]([N:22]=[C:23]([C:37]3[CH:38]=[CH:39][CH:40]=[CH:41][CH:42]=3)[C:24]=2[CH2:25][C:26]2[CH:27]=[C:28]([CH:33]=[CH:34][CH:35]=2)[C:29]([O:31][CH3:32])=[O:30])[CH:21]=1. (2) Given the reactants C(OP([CH2:9][C:10]([O:12]CC)=[O:11])(OCC)=O)C.O.[OH-].[Li+].[CH3:18][O:19][C:20]1[CH:21]=[C:22]([CH:25]=[CH:26][C:27]=1[N:28]1[CH:32]=[C:31]([CH3:33])[N:30]=[CH:29]1)[CH:23]=O.[OH-].[Na+].Cl, predict the reaction product. The product is: [CH3:18][O:19][C:20]1[CH:21]=[C:22](/[CH:23]=[CH:9]/[C:10]([OH:12])=[O:11])[CH:25]=[CH:26][C:27]=1[N:28]1[CH:32]=[C:31]([CH3:33])[N:30]=[CH:29]1. (3) The product is: [F:8][C:5]1[C:4]([C:9]2[N:14]=[CH:13][CH:12]=[CH:11][N:10]=2)=[CH:3][C:2]([B:23]2[O:24][C:25]([CH3:27])([CH3:26])[C:21]([CH3:37])([CH3:20])[O:22]2)=[CH:7][N:6]=1. Given the reactants Br[C:2]1[CH:3]=[C:4]([C:9]2[N:14]=[CH:13][CH:12]=[CH:11][N:10]=2)[C:5]([F:8])=[N:6][CH:7]=1.C([O-])(=O)C.[K+].[CH3:20][C:21]1([CH3:37])[C:25]([CH3:27])([CH3:26])[O:24][B:23]([B:23]2[O:24][C:25]([CH3:27])([CH3:26])[C:21]([CH3:37])([CH3:20])[O:22]2)[O:22]1, predict the reaction product.